Predict the product of the given reaction. From a dataset of Forward reaction prediction with 1.9M reactions from USPTO patents (1976-2016). (1) Given the reactants [N:1]1[C:9]([NH2:10])=[C:8]2[C:4]([N:5]=[CH:6][NH:7]2)=[N:3][CH:2]=1.CC(C)([O-])C.[K+].F[C:18]1[CH:23]=[CH:22][C:21]([N+:24]([O-:26])=[O:25])=[CH:20][CH:19]=1, predict the reaction product. The product is: [N+:24]([C:21]1[CH:22]=[CH:23][C:18]([N:5]2[CH:6]=[N:7][C:8]3[C:4]2=[N:3][CH:2]=[N:1][C:9]=3[NH2:10])=[CH:19][CH:20]=1)([O-:26])=[O:25]. (2) Given the reactants I[C:2]1[CH:7]=[CH:6][C:5]([O:8][CH:9]2[CH2:14][CH2:13][N:12]([C:15]([O:17][C:18]([CH3:21])([CH3:20])[CH3:19])=[O:16])[CH2:11][CH2:10]2)=[CH:4][CH:3]=1.C([Li])CCC.[CH2:27]([O:34][C:35]([N:37]1[CH2:42][CH2:41][C:40](=[O:43])[CH2:39][CH2:38]1)=[O:36])[C:28]1[CH:33]=[CH:32][CH:31]=[CH:30][CH:29]=1.[Cl-].[NH4+], predict the reaction product. The product is: [CH3:19][C:18]([O:17][C:15]([N:12]1[CH2:13][CH2:14][CH:9]([O:8][C:5]2[CH:6]=[CH:7][C:2]([C:40]3([OH:43])[CH2:39][CH2:38][N:37]([C:35]([O:34][CH2:27][C:28]4[CH:33]=[CH:32][CH:31]=[CH:30][CH:29]=4)=[O:36])[CH2:42][CH2:41]3)=[CH:3][CH:4]=2)[CH2:10][CH2:11]1)=[O:16])([CH3:21])[CH3:20].